Dataset: Reaction yield outcomes from USPTO patents with 853,638 reactions. Task: Predict the reaction yield, written as a fraction of the theoretical maximum amount of product (1.0 means a 100% yield; for example, 0.34 means a 34% yield). (1) The reactants are [CH2:1]([O:3][C@H:4]([C:10]1[CH:15]=[CH:14][C:13]([OH:16])=[CH:12][CH:11]=1)[CH2:5][C:6]([O:8][CH3:9])=[O:7])[CH3:2].[CH3:17][C:18]1([CH3:28])[C:26]2[C:21](=[CH:22][CH:23]=[CH:24][CH:25]=2)[CH:20](O)[CH2:19]1.C1(P(C2C=CC=CC=2)C2C=CC=CC=2)C=CC=CC=1.C1(C)C=CC=CC=1.N(C(OCC)=O)=NC(OCC)=O. The catalyst is O1CCCC1. The product is [CH3:17][C:18]1([CH3:28])[C:26]2[C:21](=[CH:22][CH:23]=[CH:24][CH:25]=2)[CH:20]([O:16][C:13]2[CH:14]=[CH:15][C:10]([C@@H:4]([O:3][CH2:1][CH3:2])[CH2:5][C:6]([O:8][CH3:9])=[O:7])=[CH:11][CH:12]=2)[CH2:19]1. The yield is 0.620. (2) The reactants are [CH:1]1([CH:7]([C:9]2[O:10][C:11]3[CH:18]=[CH:17][C:16]([CH3:19])=[CH:15][C:12]=3[C:13]=2[CH3:14])O)[CH2:6][CH2:5][CH2:4][CH2:3][CH2:2]1.S(Cl)([Cl:22])=O.C(=O)([O-])O.[Na+]. The catalyst is N1C=CC=CC=1.C1(C)C=CC=CC=1. The product is [Cl:22][CH:7]([CH:1]1[CH2:6][CH2:5][CH2:4][CH2:3][CH2:2]1)[C:9]1[O:10][C:11]2[CH:18]=[CH:17][C:16]([CH3:19])=[CH:15][C:12]=2[C:13]=1[CH3:14]. The yield is 0.930. (3) The reactants are [CH3:1][O:2][C:3]([C:5]1[CH:10]=[CH:9][C:8]([C:11]2[C:12]([CH3:42])([CH3:41])[C@H:13]3[C@:26]([CH3:29])([CH2:27][CH:28]=2)[C@@H:25]2[C@:16]([CH3:40])([C@@:17]4([CH3:39])[C@H:22]([CH2:23][CH2:24]2)[C@H:21]2[C@H:30]([C:33]([CH3:35])=[CH2:34])[CH2:31][CH2:32][C@:20]2(C(O)=O)[CH2:19][CH2:18]4)[CH2:15][CH2:14]3)=[CH:7][CH:6]=1)=[O:4].C([N:45]([CH2:48]C)CC)C.C1(P(N=[N+]=[N-])(C2C=CC=CC=2)=[O:57])C=CC=CC=1. The catalyst is O1CCOCC1.CCOC(C)=O. The product is [N:45]([C@:20]12[CH2:32][CH2:31][C@@H:30]([C:33]([CH3:35])=[CH2:34])[C@@H:21]1[C@@H:22]1[C@@:17]([CH3:39])([CH2:18][CH2:19]2)[C@@:16]2([CH3:40])[C@@H:25]([C@:26]3([CH3:29])[C@@H:13]([CH2:14][CH2:15]2)[C:12]([CH3:41])([CH3:42])[C:11]([C:8]2[CH:9]=[CH:10][C:5]([C:3]([O:2][CH3:1])=[O:4])=[CH:6][CH:7]=2)=[CH:28][CH2:27]3)[CH2:24][CH2:23]1)=[C:48]=[O:57]. The yield is 0.860. (4) The reactants are [CH3:1][O:2][C:3]([C@@H:5]1[CH2:9][C@H:8]([OH:10])[CH2:7][N:6]1[C:11]([O:13][C:14]([CH3:17])([CH3:16])[CH3:15])=[O:12])=[O:4].[H-].[Na+].[CH2:20](Br)[C:21]1[CH:26]=[CH:25][CH:24]=[CH:23][CH:22]=1.C(OCC)(=O)C. The catalyst is CN(C)C=O.C(Cl)Cl. The product is [CH3:1][O:2][C:3]([C@@H:5]1[CH2:9][C@H:8]([O:10][CH2:20][C:21]2[CH:26]=[CH:25][CH:24]=[CH:23][CH:22]=2)[CH2:7][N:6]1[C:11]([O:13][C:14]([CH3:17])([CH3:16])[CH3:15])=[O:12])=[O:4]. The yield is 0.420. (5) The reactants are [CH2:1]1[C:13]2[NH:12][C:11]3[C:6](=[CH:7][CH:8]=[CH:9][CH:10]=3)[C:5]=2[CH2:4][CH2:3][N:2]1[C:14]1[N:19]=[CH:18][C:17]([C:20]([O:22]C)=[O:21])=[CH:16][N:15]=1.[OH-].[Li+].Cl. The catalyst is C1COCC1.O. The product is [CH2:1]1[C:13]2[NH:12][C:11]3[C:6](=[CH:7][CH:8]=[CH:9][CH:10]=3)[C:5]=2[CH2:4][CH2:3][N:2]1[C:14]1[N:19]=[CH:18][C:17]([C:20]([OH:22])=[O:21])=[CH:16][N:15]=1. The yield is 0.830. (6) The reactants are [CH3:1][C:2]1[CH:11]=[CH:10][C:9]2[C:4](=[CH:5][CH:6]=[CH:7][C:8]=2[N:12]2[CH2:17][CH2:16][N:15]([CH2:18][CH2:19][C:20]3[CH:21]=[C:22]([CH:24]=[CH:25][CH:26]=3)[NH2:23])[CH2:14][CH2:13]2)[N:3]=1.Cl[C:28]([O:30][CH3:31])=[O:29]. No catalyst specified. The product is [CH3:1][C:2]1[CH:11]=[CH:10][C:9]2[C:4](=[CH:5][CH:6]=[CH:7][C:8]=2[N:12]2[CH2:13][CH2:14][N:15]([CH2:18][CH2:19][C:20]3[CH:21]=[C:22]([NH:23][C:28](=[O:29])[O:30][CH3:31])[CH:24]=[CH:25][CH:26]=3)[CH2:16][CH2:17]2)[N:3]=1. The yield is 0.410. (7) The reactants are O[CH2:2][C:3]1[CH:14]=[N:13][C:6]2[N:7]([CH3:12])[CH2:8][C:9](=[O:11])[NH:10][C:5]=2[CH:4]=1.[I-].C(C[P+](C)(C)C)#N.C(N(C(C)C)C(C)C)C.Cl.[Cl:33][C:34]1[CH:39]=[CH:38][C:37]([N:40]2[CH2:45][CH2:44][NH:43][CH2:42][CH2:41]2)=[CH:36][CH:35]=1. The catalyst is C(#N)CC.O. The product is [Cl:33][C:34]1[CH:35]=[CH:36][C:37]([N:40]2[CH2:45][CH2:44][N:43]([CH2:2][C:3]3[CH:14]=[N:13][C:6]4[N:7]([CH3:12])[CH2:8][C:9](=[O:11])[NH:10][C:5]=4[CH:4]=3)[CH2:42][CH2:41]2)=[CH:38][CH:39]=1. The yield is 0.0800.